From a dataset of Catalyst prediction with 721,799 reactions and 888 catalyst types from USPTO. Predict which catalyst facilitates the given reaction. (1) Reactant: C(OC(=O)[C@H:5]([CH2:18][C:19]1[CH:24]=[CH:23][CH:22]=[CH:21][CH:20]=1)[NH:6][C:7](=[O:17])[CH2:8][NH:9][C:10](OC(C)(C)C)=[O:11])C.FC(F)(F)C(O)=O. Product: [CH2:18]([C@@H:5]1[NH:6][C:7](=[O:17])[CH2:8][NH:9][C:10]1=[O:11])[C:19]1[CH:24]=[CH:23][CH:22]=[CH:21][CH:20]=1. The catalyst class is: 4. (2) The catalyst class is: 5. Reactant: [CH2:1]([CH:4]1[N:8]([CH3:9])[C:7](=[O:10])[N:6]([C:11]2[CH:16]=[C:15]([C:17]([F:20])([F:19])[F:18])[CH:14]=[CH:13][N:12]=2)[C:5]1=[O:21])[CH:2]=[CH2:3].CC(C)=O.C(=O)=O.[BH4-].[Na+]. Product: [CH2:1]([CH:4]1[N:8]([CH3:9])[C:7](=[O:10])[N:6]([C:11]2[CH:16]=[C:15]([C:17]([F:20])([F:18])[F:19])[CH:14]=[CH:13][N:12]=2)[CH:5]1[OH:21])[CH:2]=[CH2:3]. (3) Reactant: [C:1]([C:4]1[S:8][C:7]([N:9]([C:13]2[CH:17]=[CH:16][N:15]([C:18](=[O:20])[CH3:19])[N:14]=2)C(=O)C)=[N:6][C:5]=1[CH3:21])(=[O:3])[CH3:2].[BrH:22].BrBr. Product: [BrH:22].[C:18]([N:15]1[CH:16]=[CH:17][C:13]([NH:9][C:7]2[S:8][C:4]([C:1](=[O:3])[CH2:2][Br:22])=[C:5]([CH3:21])[N:6]=2)=[N:14]1)(=[O:20])[CH3:19]. The catalyst class is: 52.